Dataset: Forward reaction prediction with 1.9M reactions from USPTO patents (1976-2016). Task: Predict the product of the given reaction. (1) Given the reactants [CH2:1]([O:8][C:9]([N:11]1[CH2:15][C:14](=O)[CH2:13][N:12]1[C:17](=[O:26])[CH2:18][C:19]1[CH:24]=[CH:23][C:22]([F:25])=[CH:21][CH:20]=1)=[O:10])[C:2]1[CH:7]=[CH:6][CH:5]=[CH:4][CH:3]=1.[NH:27]1[CH2:32][CH2:31][O:30][CH2:29][CH2:28]1.[BH-](OC(C)=O)(OC(C)=O)OC(C)=O.[Na+].CC(O)=O.Cl, predict the reaction product. The product is: [CH2:1]([O:8][C:9]([N:11]1[CH2:15][CH:14]([N:27]2[CH2:32][CH2:31][O:30][CH2:29][CH2:28]2)[CH2:13][N:12]1[C:17](=[O:26])[CH2:18][C:19]1[CH:24]=[CH:23][C:22]([F:25])=[CH:21][CH:20]=1)=[O:10])[C:2]1[CH:7]=[CH:6][CH:5]=[CH:4][CH:3]=1. (2) Given the reactants [C:1]([C:4]1[N:9]=[C:8]([C:10]([OH:12])=[O:11])[CH:7]=[CH:6][CH:5]=1)(=O)[NH2:2].P(Cl)(Cl)(Cl)=O, predict the reaction product. The product is: [C:1]([C:4]1[N:9]=[C:8]([C:10]([OH:12])=[O:11])[CH:7]=[CH:6][CH:5]=1)#[N:2]. (3) Given the reactants [Br:1][C:2]1[CH:7]=[C:6]([F:8])[CH:5]=[CH:4][C:3]=1[CH:9]1[C:14]([C:15]([O:17][CH2:18][CH3:19])=[O:16])=[C:13]([CH2:20]Br)[NH:12][C:11]([C:22]2[N:26]=[CH:25][NH:24][N:23]=2)=[N:10]1.Cl.[NH:28]1[CH2:32][CH2:31][CH2:30][C@H:29]1[C:33]([OH:36])([CH3:35])[CH3:34], predict the reaction product. The product is: [Br:1][C:2]1[CH:7]=[C:6]([F:8])[CH:5]=[CH:4][C:3]=1[CH:9]1[C:14]([C:15]([O:17][CH2:18][CH3:19])=[O:16])=[C:13]([CH2:20][N:28]2[CH2:32][CH2:31][CH2:30][C@H:29]2[C:33]([OH:36])([CH3:35])[CH3:34])[NH:12][C:11]([C:22]2[N:26]=[CH:25][NH:24][N:23]=2)=[N:10]1. (4) The product is: [Br:24][C:8]1[CH:9]=[C:10]([C:13]([NH:15][CH2:16][C:17]2[CH:22]=[CH:21][CH:20]=[C:19]([OH:23])[CH:18]=2)=[O:14])[CH:11]=[CH:12][C:7]=1[C:6]([OH:25])=[O:5]. Given the reactants O.[OH-].[Li+].C[O:5][C:6](=[O:25])[C:7]1[CH:12]=[CH:11][C:10]([C:13]([NH:15][CH2:16][C:17]2[CH:22]=[CH:21][CH:20]=[C:19]([OH:23])[CH:18]=2)=[O:14])=[CH:9][C:8]=1[Br:24], predict the reaction product. (5) Given the reactants [C:1]1(=[O:8])[CH2:7][CH2:6][CH2:5][CH2:4][CH:3]=[CH:2]1.[Cl-].[Al+3].[Cl-].[Cl-].[CH:13]1[CH2:18][CH2:17][CH:16]=[CH:15][CH:14]=1, predict the reaction product. The product is: [CH:18]12[CH2:17][CH2:16][CH:15]([CH:7]3[C:1](=[O:8])[CH2:2][CH2:3][CH2:4][CH2:5][CH:6]31)[CH:14]=[CH:13]2.